The task is: Predict the reaction yield, written as a fraction of the theoretical maximum amount of product (1.0 means a 100% yield; for example, 0.34 means a 34% yield).. This data is from Reaction yield outcomes from USPTO patents with 853,638 reactions. (1) The yield is 0.970. The product is [Br:1][C:2]1[CH:3]=[C:4]([N:8]2[C:16]3[C:11](=[CH:12][C:13]([C:17]4[CH:18]=[CH:4][N:8]([CH3:16])[N:9]=4)=[CH:14][CH:15]=3)[C:10]([C:27]([NH2:29])=[O:28])=[N:9]2)[CH:5]=[CH:6][CH:7]=1. The reactants are [Br:1][C:2]1[CH:3]=[C:4]([N:8]2[C:16]3[C:11](=[CH:12][C:13]([C:17]4[CH:18]=NN(C)C=4)=[CH:14][CH:15]=3)[C:10](C(OC)=O)=[N:9]2)[CH:5]=[CH:6][CH:7]=1.[CH:27]([NH2:29])=[O:28]. No catalyst specified. (2) The product is [C:11]([O:10][C:9]([N:8]([C@H:16]1[CH2:24][O:23][CH2:22][C@H:21]([O:25][C:37]2[CH:42]=[CH:41][CH:40]=[CH:39][CH:38]=2)[C@@H:20]([O:26][C:27]2[CH:32]=[CH:31][CH:30]=[CH:29][CH:28]=2)[C@H:19]([CH3:33])[O:18][C:17]1=[O:34])[C:6](=[O:7])[O:5][C:1]([CH3:2])([CH3:3])[CH3:4])=[O:15])([CH3:14])([CH3:13])[CH3:12]. The reactants are [C:1]([O:5][C:6]([N:8]([C@H:16]1[CH2:24][O:23][CH2:22][C@H:21]([OH:25])[C@@H:20]([O:26][C:27]2[CH:32]=[CH:31][CH:30]=[CH:29][CH:28]=2)[C@H:19]([CH3:33])[O:18][C:17]1=[O:34])[C:9](=[O:15])[O:10][C:11]([CH3:14])([CH3:13])[CH3:12])=[O:7])([CH3:4])([CH3:3])[CH3:2].F[Bi]([C:37]1[CH:42]=[CH:41][CH:40]=[CH:39][CH:38]=1)([C:37]1[CH:42]=[CH:41][CH:40]=[CH:39][CH:38]=1)([C:37]1[CH:42]=[CH:41][CH:40]=[CH:39][CH:38]=1)[C:37]1[CH:42]=[CH:41][CH:40]=[CH:39][CH:38]=1.C1(N(C)C2CCCCC2)CCCCC1. The yield is 0.800. The catalyst is C1(C)C=CC=CC=1.C(O[Cu]OC(=O)C)(=O)C.